This data is from Forward reaction prediction with 1.9M reactions from USPTO patents (1976-2016). The task is: Predict the product of the given reaction. (1) Given the reactants Cl[C:2]1[CH:3]=[C:4]([NH:10][C:11]2[CH:16]=[CH:15][C:14]([C@H:17]3[CH2:21][CH2:20][N:19]([CH3:22])[CH2:18]3)=[CH:13][N:12]=2)[C:5](=[O:9])[N:6]([CH3:8])[N:7]=1.B1(B2OC(C)(C)C(C)(C)O2)OC(C)(C)C(C)(C)O1.[C:41]([O-:44])(=[O:43])[CH3:42].[K+].CC(C1C=C(C(C)C)C(C2C=CC=CC=2P(C2CCCCC2)C2CCCCC2)=C(C(C)C)C=1)C.[C:80]([C:84]1[CH:85]=[C:86]2[C:91](=[CH:92][CH:93]=1)[C:90](=[O:94])[N:89]([C:95]1[CH:102]=[CH:101][CH:100]=[C:99](Cl)[C:96]=1[CH:97]=O)[N:88]=[CH:87]2)([CH3:83])([CH3:82])[CH3:81].C(=O)([O-])[O-].[K+].[K+].C1(P(C2CCCCC2)C2CCCCC2)CCCCC1, predict the reaction product. The product is: [C:80]([C:84]1[CH:85]=[C:86]2[C:91](=[CH:92][CH:93]=1)[C:90](=[O:94])[N:89]([C:95]1[CH:102]=[CH:101][CH:100]=[C:99]([C:2]3[CH:3]=[C:4]([NH:10][C:11]4[CH:16]=[CH:15][C:14]([C@H:17]5[CH2:21][CH2:20][N:19]([CH3:22])[CH2:18]5)=[CH:13][N:12]=4)[C:5](=[O:9])[N:6]([CH3:8])[N:7]=3)[C:96]=1[CH2:97][O:43][C:41](=[O:44])[CH3:42])[N:88]=[CH:87]2)([CH3:83])([CH3:81])[CH3:82]. (2) Given the reactants [NH2:1][C:2]1[N:7]=[CH:6][N:5]=[C:4]([NH:8][C@H:9]([C:11]2[N:16]([C:17]3[CH:22]=[CH:21][CH:20]=[CH:19][CH:18]=3)[C:15](=[O:23])[C:14]3=[C:24]([CH3:27])[CH:25]=[CH:26][N:13]3[N:12]=2)[CH3:10])[C:3]=1Br.[CH3:29][O:30][C:31]1[CH:32]=[C:33]([NH:46][S:47]([CH2:50][CH2:51][CH2:52][CH3:53])(=[O:49])=[O:48])[CH:34]=[C:35](B2OC(C)(C)C(C)(C)O2)[CH:36]=1.C(=O)([O-])[O-].[Cs+].[Cs+], predict the reaction product. The product is: [NH2:1][C:2]1[C:3]([C:35]2[CH:34]=[C:33]([NH:46][S:47]([CH2:50][CH2:51][CH2:52][CH3:53])(=[O:48])=[O:49])[CH:32]=[C:31]([O:30][CH3:29])[CH:36]=2)=[C:4]([NH:8][C@H:9]([C:11]2[N:16]([C:17]3[CH:22]=[CH:21][CH:20]=[CH:19][CH:18]=3)[C:15](=[O:23])[C:14]3=[C:24]([CH3:27])[CH:25]=[CH:26][N:13]3[N:12]=2)[CH3:10])[N:5]=[CH:6][N:7]=1.